Regression. Given a peptide amino acid sequence and an MHC pseudo amino acid sequence, predict their binding affinity value. This is MHC class II binding data. From a dataset of Peptide-MHC class II binding affinity with 134,281 pairs from IEDB. (1) The peptide sequence is EKIEENGSMRVFVDVI. The MHC is HLA-DQA10301-DQB10302 with pseudo-sequence HLA-DQA10301-DQB10302. The binding affinity (normalized) is 0.621. (2) The peptide sequence is EGATPEAKYDAYVAT. The MHC is HLA-DQA10104-DQB10503 with pseudo-sequence HLA-DQA10104-DQB10503. The binding affinity (normalized) is 0.206. (3) The peptide sequence is MLEKTKEDLFGKKNL. The MHC is DRB3_0301 with pseudo-sequence DRB3_0301. The binding affinity (normalized) is 0.201. (4) The peptide sequence is ALRWNLQMGHSVLPK. The MHC is DRB1_0101 with pseudo-sequence DRB1_0101. The binding affinity (normalized) is 0.828. (5) The peptide sequence is RKHIEWNCDVCRHGD. The binding affinity (normalized) is 0.138. The MHC is DRB4_0101 with pseudo-sequence DRB4_0103.